From a dataset of NCI-60 drug combinations with 297,098 pairs across 59 cell lines. Regression. Given two drug SMILES strings and cell line genomic features, predict the synergy score measuring deviation from expected non-interaction effect. (1) Drug 1: C1=C(C(=O)NC(=O)N1)F. Drug 2: C(CC(=O)O)C(=O)CN.Cl. Cell line: SK-MEL-2. Synergy scores: CSS=33.4, Synergy_ZIP=-7.28, Synergy_Bliss=-8.38, Synergy_Loewe=-11.1, Synergy_HSA=-4.95. (2) Drug 1: CC1OCC2C(O1)C(C(C(O2)OC3C4COC(=O)C4C(C5=CC6=C(C=C35)OCO6)C7=CC(=C(C(=C7)OC)O)OC)O)O. Drug 2: CC1C(C(=O)NC(C(=O)N2CCCC2C(=O)N(CC(=O)N(C(C(=O)O1)C(C)C)C)C)C(C)C)NC(=O)C3=C4C(=C(C=C3)C)OC5=C(C(=O)C(=C(C5=N4)C(=O)NC6C(OC(=O)C(N(C(=O)CN(C(=O)C7CCCN7C(=O)C(NC6=O)C(C)C)C)C)C(C)C)C)N)C. Cell line: SK-MEL-2. Synergy scores: CSS=30.0, Synergy_ZIP=0.751, Synergy_Bliss=7.89, Synergy_Loewe=6.20, Synergy_HSA=6.49. (3) Drug 1: CC1=C2C(C(=O)C3(C(CC4C(C3C(C(C2(C)C)(CC1OC(=O)C(C(C5=CC=CC=C5)NC(=O)C6=CC=CC=C6)O)O)OC(=O)C7=CC=CC=C7)(CO4)OC(=O)C)O)C)OC(=O)C. Drug 2: C1CN1C2=NC(=NC(=N2)N3CC3)N4CC4. Cell line: SNB-75. Synergy scores: CSS=18.1, Synergy_ZIP=-2.54, Synergy_Bliss=0.522, Synergy_Loewe=-0.956, Synergy_HSA=2.50.